From a dataset of Catalyst prediction with 721,799 reactions and 888 catalyst types from USPTO. Predict which catalyst facilitates the given reaction. Reactant: [I:1][C:2]1[C:3]([O:14][CH3:15])=[N:4][N:5]([C@H:7]2[CH2:12][CH2:11][C@H:10]([OH:13])[CH2:9][CH2:8]2)[CH:6]=1.N1C=CN=C1.[Si:21](Cl)([C:24]([CH3:27])([CH3:26])[CH3:25])([CH3:23])[CH3:22]. Product: [Si:21]([O:13][C@H:10]1[CH2:9][CH2:8][C@H:7]([N:5]2[CH:6]=[C:2]([I:1])[C:3]([O:14][CH3:15])=[N:4]2)[CH2:12][CH2:11]1)([C:24]([CH3:27])([CH3:26])[CH3:25])([CH3:23])[CH3:22]. The catalyst class is: 143.